This data is from Full USPTO retrosynthesis dataset with 1.9M reactions from patents (1976-2016). The task is: Predict the reactants needed to synthesize the given product. (1) Given the product [F:35][C:36]1[CH:37]=[C:38]([NH:42][C:43](=[O:69])[NH:44][C:45]2[CH:50]=[CH:49][C:48]([C:51]3[CH:59]=[C:58]4[C:54]([CH2:55][N:56]([C@@H:61]([CH:66]([CH3:67])[CH3:68])[C:62]([OH:64])=[O:63])[C:57]4=[O:60])=[CH:53][CH:52]=3)=[CH:47][CH:46]=2)[CH:39]=[CH:40][CH:41]=1, predict the reactants needed to synthesize it. The reactants are: FC1C=CC(NC(=O)NC2C=CC(C3C=C4C(CN([C@@H](C(C)C)C(O)=O)C4=O)=CC=3)=CC=2)=CC=1.[F:35][C:36]1[CH:37]=[C:38]([NH:42][C:43](=[O:69])[NH:44][C:45]2[CH:50]=[CH:49][C:48]([C:51]3[CH:59]=[C:58]4[C:54]([CH2:55][N:56]([C@@H:61]([CH:66]([CH3:68])[CH3:67])[C:62]([O:64]C)=[O:63])[C:57]4=[O:60])=[CH:53][CH:52]=3)=[CH:47][CH:46]=2)[CH:39]=[CH:40][CH:41]=1. (2) Given the product [F:22][C:19]1[CH:18]=[CH:17][C:16]([C@@H:14]([NH:13][C:11]2[N:12]=[C:7]([N:5]3[CH2:4][CH:3]([CH2:2][NH:1][S:32]([CH2:30][CH3:31])(=[O:34])=[O:33])[CH2:6]3)[CH:8]=[C:9]([NH:23][C:24]3[CH:29]=[N:28][CH:27]=[CH:26][N:25]=3)[N:10]=2)[CH3:15])=[CH:21][CH:20]=1, predict the reactants needed to synthesize it. The reactants are: [NH2:1][CH2:2][CH:3]1[CH2:6][N:5]([C:7]2[N:12]=[C:11]([NH:13][C@H:14]([C:16]3[CH:21]=[CH:20][C:19]([F:22])=[CH:18][CH:17]=3)[CH3:15])[N:10]=[C:9]([NH:23][C:24]3[CH:29]=[N:28][CH:27]=[CH:26][N:25]=3)[CH:8]=2)[CH2:4]1.[CH2:30]([S:32](Cl)(=[O:34])=[O:33])[CH3:31].C(N(CC)C(C)C)(C)C.